From a dataset of Full USPTO retrosynthesis dataset with 1.9M reactions from patents (1976-2016). Predict the reactants needed to synthesize the given product. (1) Given the product [CH2:36]([CH:14]([C:12](/[CH:11]=[CH:10]/[C:5]1[CH:4]=[C:3]([O:2][CH3:1])[C:8]([OH:9])=[CH:7][CH:6]=1)=[O:13])[C:15](=[O:16])/[CH:17]=[CH:18]/[C:19]1[CH:27]=[C:24]([C:22]([OH:23])=[CH:21][CH:20]=1)[O:25][CH3:26])[C:35]#[CH:34], predict the reactants needed to synthesize it. The reactants are: [CH3:1][O:2][C:3]1[C:8]([OH:9])=[CH:7][CH:6]=[C:5](/[CH:10]=[CH:11]/[C:12]([CH2:14][C:15](/[CH:17]=[CH:18]/[C:19]2[CH:27]=[C:24]([O:25][CH3:26])[C:22]([OH:23])=[CH:21][CH:20]=2)=[O:16])=[O:13])[CH:4]=1.C([O-])([O-])=O.[K+].[K+].[CH2:34](Br)[C:35]#[CH:36].O. (2) Given the product [CH3:28][S:29]([NH:25][C:24]1[CH:23]=[CH:22][C:5]([C:6]([NH:8][C:9]2[CH:14]=[CH:13][C:12]([O:15][CH3:16])=[C:11]([NH:17][S:18]([CH3:21])(=[O:20])=[O:19])[CH:10]=2)=[O:7])=[CH:4][C:3]=1[O:2][CH3:1])(=[O:31])=[O:30], predict the reactants needed to synthesize it. The reactants are: [CH3:1][O:2][C:3]1[CH:4]=[C:5]([CH:22]=[CH:23][C:24]=1[N+:25]([O-])=O)[C:6]([NH:8][C:9]1[CH:14]=[CH:13][C:12]([O:15][CH3:16])=[C:11]([NH:17][S:18]([CH3:21])(=[O:20])=[O:19])[CH:10]=1)=[O:7].[CH3:28][S:29](Cl)(=[O:31])=[O:30].Cl. (3) The reactants are: [CH3:1][C:2]1[O:3][C:4]([C:13]2[CH:18]=[CH:17][CH:16]=[CH:15][CH:14]=2)=[CH:5][C:6](=[C:8]([C:11]#[N:12])[C:9]#[N:10])[CH:7]=1.[C:19]1([C:25]2[CH2:29][CH:28]([C:30]3[CH:35]=[CH:34][CH:33]=[CH:32][CH:31]=3)[N:27]([C:36]3[CH:43]=[CH:42][C:39]([CH:40]=O)=[CH:38][CH:37]=3)[N:26]=2)[CH:24]=[CH:23][CH:22]=[CH:21][CH:20]=1.N1CCCCC1. Given the product [C:19]1([C:25]2[CH2:29][CH:28]([C:30]3[CH:35]=[CH:34][CH:33]=[CH:32][CH:31]=3)[N:27]([C:36]3[CH:37]=[CH:38][C:39]([CH:40]=[CH:1][C:2]4[O:3][C:4]([C:13]5[CH:14]=[CH:15][CH:16]=[CH:17][CH:18]=5)=[CH:5][C:6](=[C:8]([C:11]#[N:12])[C:9]#[N:10])[CH:7]=4)=[CH:42][CH:43]=3)[N:26]=2)[CH:24]=[CH:23][CH:22]=[CH:21][CH:20]=1, predict the reactants needed to synthesize it. (4) The reactants are: [CH3:1][S:2][C:3]1[CH:9]=[CH:8][C:6]([NH2:7])=[CH:5][CH:4]=1.[CH2:10]([O:12][C:13]1[CH:20]=[CH:19][C:16]([CH:17]=O)=[CH:15][CH:14]=1)[CH3:11].C(O[BH-](OC(=O)C)OC(=O)C)(=O)C.[Na+]. Given the product [CH2:10]([O:12][C:13]1[CH:20]=[CH:19][C:16]([CH2:17][NH:7][C:6]2[CH:8]=[CH:9][C:3]([S:2][CH3:1])=[CH:4][CH:5]=2)=[CH:15][CH:14]=1)[CH3:11], predict the reactants needed to synthesize it. (5) Given the product [C:1]([C:3]1[CH:4]=[C:5](/[CH:9]=[CH:10]\[CH2:11][OH:12])[CH:6]=[CH:7][CH:8]=1)#[N:2], predict the reactants needed to synthesize it. The reactants are: [C:1]([C:3]1[CH:4]=[C:5]([C:9]#[C:10][CH2:11][OH:12])[CH:6]=[CH:7][CH:8]=1)#[N:2]. (6) The reactants are: [OH:1][B:2]1[C:6]2[CH:7]=[CH:8][C:9](/[CH:11]=[N:12]/[OH:13])=[CH:10][C:5]=2[C:4]([CH3:15])([CH3:14])[O:3]1.C1C(=O)N(Cl)C(=O)C1.[Cl:24][C:25]1[CH:30]=[C:29]([C:31]([CH2:33][F:34])=[CH2:32])[CH:28]=[C:27]([Cl:35])[C:26]=1[Cl:36].Cl. Given the product [F:34][CH2:33][C:31]1([C:29]2[CH:28]=[C:27]([Cl:35])[C:26]([Cl:36])=[C:25]([Cl:24])[CH:30]=2)[O:13][N:12]=[C:11]([C:9]2[CH:8]=[CH:7][C:6]3[B:2]([OH:1])[O:3][C:4]([CH3:15])([CH3:14])[C:5]=3[CH:10]=2)[CH2:32]1, predict the reactants needed to synthesize it.